Dataset: Reaction yield outcomes from USPTO patents with 853,638 reactions. Task: Predict the reaction yield, written as a fraction of the theoretical maximum amount of product (1.0 means a 100% yield; for example, 0.34 means a 34% yield). (1) The reactants are CN(C(ON1N=NC2C=CC=NC1=2)=[N+](C)C)C.F[P-](F)(F)(F)(F)F.[F:25][C:26]1[CH:27]=[C:28]([NH:37][C:38]([C@H:40]2[C:49]3[C:44](=[CH:45][C:46]([O:50][CH3:51])=[CH:47][CH:48]=3)[CH2:43][CH2:42][NH:41]2)=[O:39])[CH:29]=[C:30]([F:36])[C:31]=1[Si:32]([CH3:35])([CH3:34])[CH3:33].CCN(C(C)C)C(C)C.[C:61]([O:65][C:66](=[O:75])[CH:67]=[C:68]1[CH2:71][CH:70]([C:72](O)=[O:73])[CH2:69]1)([CH3:64])([CH3:63])[CH3:62]. The catalyst is CN(C=O)C.O. The product is [F:25][C:26]1[CH:27]=[C:28]([NH:37][C:38]([C@H:40]2[C:49]3[C:44](=[CH:45][C:46]([O:50][CH3:51])=[CH:47][CH:48]=3)[CH2:43][CH2:42][N:41]2[C:72]([CH:70]2[CH2:69][C:68](=[CH:67][C:66]([O:65][C:61]([CH3:64])([CH3:63])[CH3:62])=[O:75])[CH2:71]2)=[O:73])=[O:39])[CH:29]=[C:30]([F:36])[C:31]=1[Si:32]([CH3:33])([CH3:35])[CH3:34]. The yield is 0.670. (2) The reactants are [F:1][C:2]1[CH:7]=[CH:6][C:5]([SH:8])=[CH:4][CH:3]=1.[C:9]1(=[O:13])[O:12][CH2:11][CH2:10]1.[H-].[Na+]. The catalyst is C1COCC1. The product is [F:1][C:2]1[CH:7]=[CH:6][C:5]([S:8][CH2:11][CH2:10][C:9]([OH:13])=[O:12])=[CH:4][CH:3]=1. The yield is 0.890. (3) The yield is 0.420. The reactants are [CH3:1][O:2][C:3]1[CH:12]=[C:11]2[C:6]([N:7]=[CH:8][C:9](=[O:13])[NH:10]2)=[CH:5][CH:4]=1.CS(O[CH2:19][CH2:20][N:21]1[CH2:26][CH2:25][C@H:24]([NH:27][C:28]([O:30][C:31]([CH3:34])([CH3:33])[CH3:32])=[O:29])[C@H:23]([O:35][CH3:36])[CH2:22]1)(=O)=O.[H-].[Na+]. The product is [CH3:36][O:35][C@H:23]1[C@@H:24]([NH:27][C:28](=[O:29])[O:30][C:31]([CH3:32])([CH3:34])[CH3:33])[CH2:25][CH2:26][N:21]([CH2:20][CH2:19][N:10]2[C:11]3[C:6](=[CH:5][CH:4]=[C:3]([O:2][CH3:1])[CH:12]=3)[N:7]=[CH:8][C:9]2=[O:13])[CH2:22]1. No catalyst specified.